This data is from Forward reaction prediction with 1.9M reactions from USPTO patents (1976-2016). The task is: Predict the product of the given reaction. (1) Given the reactants [CH3:1][O:2][C:3]1[CH:4]=[C:5]([C:15]2[N:19]3[CH2:20][CH2:21][CH2:22][CH:23]([C:24]([O:26][CH2:27][CH3:28])=[O:25])[C:18]3=[N:17][N:16]=2)[CH:6]=[CH:7][C:8]=1[C:9]1[O:13][C:12]([CH3:14])=[N:11][CH:10]=1.[H-].[Na+].[Cl:31][C:32]1[CH:37]=[CH:36][C:35]([O:38][CH2:39]Cl)=[CH:34][CH:33]=1.[Cl-].[NH4+], predict the reaction product. The product is: [Cl:31][C:32]1[CH:37]=[CH:36][C:35]([O:38][CH2:39][C:23]2([C:24]([O:26][CH2:27][CH3:28])=[O:25])[CH2:22][CH2:21][CH2:20][N:19]3[C:15]([C:5]4[CH:6]=[CH:7][C:8]([C:9]5[O:13][C:12]([CH3:14])=[N:11][CH:10]=5)=[C:3]([O:2][CH3:1])[CH:4]=4)=[N:16][N:17]=[C:18]23)=[CH:34][CH:33]=1. (2) Given the reactants Cl[C:2](OC1C=CC([N+]([O-])=O)=CC=1)=[O:3].[C:14]([O:18][CH2:19][CH3:20])(=[O:17])[NH:15][NH2:16].C(N(CC)CC)C.Cl.[NH2:29][CH2:30][CH2:31][CH2:32][CH2:33][NH:34][C:35](=[O:44])[O:36][CH2:37][C:38]1[CH:43]=[CH:42][CH:41]=[CH:40][CH:39]=1, predict the reaction product. The product is: [O:3]=[C:2]([NH:29][CH2:30][CH2:31][CH2:32][CH2:33][NH:34][C:35](=[O:44])[O:36][CH2:37][C:38]1[CH:39]=[CH:40][CH:41]=[CH:42][CH:43]=1)[NH:16][NH:15][C:14]([O:18][CH2:19][CH3:20])=[O:17]. (3) Given the reactants [CH2:1]([C:3]1[CH:18]=[C:17]([C:19]2[N:23]=[C:22]([C:24]3[CH:29]=[C:28]([CH3:30])[N:27]=[C:26]([NH:31][CH2:32][CH3:33])[N:25]=3)[O:21][N:20]=2)[CH:16]=[C:15]([CH3:34])[C:4]=1[O:5][CH2:6][C@@H:7]([OH:14])[CH2:8][NH:9][C:10](=[O:13])[CH2:11][OH:12])C.[CH3:35]C1N=C(NCCC)N=C(C(O)=O)C=1.OCC(NCC(O)COC1C(C)=CC(C(=N)NO)=CC=1C)=O, predict the reaction product. The product is: [CH3:34][C:15]1[CH:16]=[C:17]([C:19]2[N:23]=[C:22]([C:24]3[CH:29]=[C:28]([CH3:30])[N:27]=[C:26]([NH:31][CH2:32][CH2:33][CH3:35])[N:25]=3)[O:21][N:20]=2)[CH:18]=[C:3]([CH3:1])[C:4]=1[O:5][CH2:6][CH:7]([OH:14])[CH2:8][NH:9][C:10](=[O:13])[CH2:11][OH:12].